Dataset: Catalyst prediction with 721,799 reactions and 888 catalyst types from USPTO. Task: Predict which catalyst facilitates the given reaction. Reactant: [C:1]([C:4]1[CH:5]=[C:6](B(O)O)[CH:7]=[CH:8][CH:9]=1)(=[O:3])[CH3:2].[F:13][C:14]1[CH:15]=[C:16]([CH:26]([NH:28][C:29]([C:31]2[N:32]=[C:33](Cl)[O:34][CH:35]=2)=[O:30])[CH3:27])[CH:17]=[C:18]([F:25])[C:19]=1[NH:20][S:21]([CH3:24])(=[O:23])=[O:22].C([O-])([O-])=O.[Cs+].[Cs+]. Product: [F:25][C:18]1[CH:17]=[C:16]([CH:26]([NH:28][C:29]([C:31]2[N:32]=[C:33]([C:6]3[CH:7]=[CH:8][CH:9]=[C:4]([C:1](=[O:3])[CH3:2])[CH:5]=3)[O:34][CH:35]=2)=[O:30])[CH3:27])[CH:15]=[C:14]([F:13])[C:19]=1[NH:20][S:21]([CH3:24])(=[O:23])=[O:22]. The catalyst class is: 235.